From a dataset of Forward reaction prediction with 1.9M reactions from USPTO patents (1976-2016). Predict the product of the given reaction. Given the reactants C(OC([NH:8][CH2:9][CH2:10][CH2:11][N:12]1[C:16]2[CH:17]=[CH:18][C:19]([C:21]([OH:23])=O)=[CH:20][C:15]=2[N:14]=[CH:13]1)=O)(C)(C)C.[NH2:24][C:25]1[S:26][C:27]([C:30]2[CH:35]=[CH:34][N:33]=[CH:32][CH:31]=2)=[N:28][N:29]=1, predict the reaction product. The product is: [N:33]1[CH:32]=[CH:31][C:30]([C:27]2[S:26][C:25]([NH:24][C:21]([C:19]3[CH:18]=[CH:17][C:16]4[N:12]([CH2:11][CH2:10][CH2:9][NH2:8])[CH:13]=[N:14][C:15]=4[CH:20]=3)=[O:23])=[N:29][N:28]=2)=[CH:35][CH:34]=1.